This data is from Full USPTO retrosynthesis dataset with 1.9M reactions from patents (1976-2016). The task is: Predict the reactants needed to synthesize the given product. (1) The reactants are: [CH3:1][NH:2][CH2:3][CH2:4][NH:5][CH3:6].CN(C)C.[C:11](Cl)([C:24]1[CH:29]=[CH:28][CH:27]=[CH:26][CH:25]=1)([C:18]1[CH:23]=[CH:22][CH:21]=[CH:20][CH:19]=1)[C:12]1[CH:17]=[CH:16][CH:15]=[CH:14][CH:13]=1. Given the product [C:11]([N:2]([CH3:1])[CH2:3][CH2:4][NH:5][CH3:6])([C:24]1[CH:29]=[CH:28][CH:27]=[CH:26][CH:25]=1)([C:18]1[CH:23]=[CH:22][CH:21]=[CH:20][CH:19]=1)[C:12]1[CH:17]=[CH:16][CH:15]=[CH:14][CH:13]=1, predict the reactants needed to synthesize it. (2) Given the product [Cl:8][C:9]1[CH:14]=[CH:13][CH:12]=[CH:11][C:10]=1[CH2:15][N:16]1[C:17]([OH:37])=[C:18]([C:33]([NH:7][C:3]2[CH:2]=[N:1][CH:6]=[CH:5][CH:4]=2)=[O:34])[C:19]([OH:32])=[C:20]([C:23]([NH:25][CH2:26][C:27]([OH:29])=[O:28])=[O:24])[C:21]1=[O:22], predict the reactants needed to synthesize it. The reactants are: [N:1]1[CH:6]=[CH:5][CH:4]=[C:3]([NH2:7])[CH:2]=1.[Cl:8][C:9]1[CH:14]=[CH:13][CH:12]=[CH:11][C:10]=1[CH2:15][N:16]1[C:21](=[O:22])[C:20]([C:23]([NH:25][CH2:26][C:27]([O:29]CC)=[O:28])=[O:24])=[C:19]([OH:32])[C:18]([C:33](OC)=[O:34])=[C:17]1[OH:37].